From a dataset of Full USPTO retrosynthesis dataset with 1.9M reactions from patents (1976-2016). Predict the reactants needed to synthesize the given product. (1) Given the product [CH2:36]([O:43][C:44](=[O:45])[NH:46][C@H:47]([C:48](=[O:49])[NH:50][C@H:51]([C:6](=[O:28])[NH:7][C@@H:8]([CH2:21][C:22]1[CH:23]=[CH:24][CH:25]=[CH:26][CH:27]=1)[CH:9]([C:11](=[O:20])[NH:12][CH2:13][C:14]1[CH:15]=[CH:16][CH:17]=[CH:18][CH:19]=1)[OH:10])[CH2:55][C:56]1[CH:61]=[CH:60][CH:59]=[CH:58][N:57]=1)[CH3:62])[C:37]1[CH:42]=[CH:41][CH:40]=[CH:39][CH:38]=1, predict the reactants needed to synthesize it. The reactants are: C(O[C:6](=[O:28])[NH:7][C@@H:8]([CH2:21][C:22]1[CH:27]=[CH:26][CH:25]=[CH:24][CH:23]=1)[CH:9]([C:11](=[O:20])[NH:12][CH2:13][C:14]1[CH:19]=[CH:18][CH:17]=[CH:16][CH:15]=1)[OH:10])(C)(C)C.C(O)(C(F)(F)F)=O.[CH2:36]([O:43][C:44]([NH:46][C@@H:47]([CH3:62])[C:48]([NH:50][C@@H:51]([CH2:55][C:56]1[CH:61]=[CH:60][CH:59]=[CH:58][N:57]=1)C(O)=O)=[O:49])=[O:45])[C:37]1[CH:42]=[CH:41][CH:40]=[CH:39][CH:38]=1.CN(C(ON1N=NC2C=CC=NC1=2)=[N+](C)C)C.F[P-](F)(F)(F)(F)F.C(N(CC)C(C)C)(C)C. (2) The reactants are: C(O)C.[Cl:4][C:5]1[CH:47]=[N:46][C:8]2[O:9][C:10]([CH3:45])([CH3:44])[C:11](=[O:43])[N:12]([CH:13]3[CH2:18][CH2:17][N:16]([C:19]([C:21]4[CH:26]=[CH:25][C:24]([C:27]5[CH:32]=[CH:31][CH:30]=[CH:29][C:28]=5[O:33][C@H:34]([CH3:39])[CH2:35][C:36]([OH:38])=[O:37])=[CH:23][C:22]=4[N+:40]([O-])=O)=[O:20])[CH2:15][CH2:14]3)[C:7]=2[CH:6]=1.[Cl-].[NH4+]. Given the product [NH2:40][C:22]1[CH:23]=[C:24]([C:27]2[CH:32]=[CH:31][CH:30]=[CH:29][C:28]=2[O:33][C@H:34]([CH3:39])[CH2:35][C:36]([OH:38])=[O:37])[CH:25]=[CH:26][C:21]=1[C:19]([N:16]1[CH2:17][CH2:18][CH:13]([N:12]2[C:11](=[O:43])[C:10]([CH3:45])([CH3:44])[O:9][C:8]3[N:46]=[CH:47][C:5]([Cl:4])=[CH:6][C:7]2=3)[CH2:14][CH2:15]1)=[O:20], predict the reactants needed to synthesize it.